From a dataset of Reaction yield outcomes from USPTO patents with 853,638 reactions. Predict the reaction yield, written as a fraction of the theoretical maximum amount of product (1.0 means a 100% yield; for example, 0.34 means a 34% yield). (1) The reactants are [Cl:1][C:2]1[CH:3]=[C:4]([NH:9][C:10]([NH:12][C:13](=[O:17])[CH:14]([CH3:16])[CH3:15])=[S:11])[CH:5]=[C:6]([Cl:8])[CH:7]=1.I[CH2:19]I.C(N(CC)CC)C. The catalyst is CC(C)=O. The product is [Cl:1][C:2]1[CH:3]=[C:4](/[N:9]=[C:10]2\[S:11][CH2:19][N:12]\2[C:13](=[O:17])[CH:14]([CH3:15])[CH3:16])[CH:5]=[C:6]([Cl:8])[CH:7]=1. The yield is 0.360. (2) The reactants are Cl[C:2]1[C:7]([CH:8]=[O:9])=[C:6]([N:10]2[C:22](=[O:23])[C:14]3[CH:15]=[C:16]4[N:21]([C:13]=3[CH:12]=[N:11]2)[CH2:20][CH2:19][CH2:18][CH2:17]4)[N:5]=[CH:4][CH:3]=1.[CH3:24][N:25]1[CH:30]=[C:29](B2OC(C)(C)C(C)(C)O2)[CH:28]=[C:27]([NH:40][C:41]2[CH:46]=[CH:45][C:44]([N:47]3[CH2:52][CH2:51][N:50]([CH:53]4[CH2:56][O:55][CH2:54]4)[CH2:49][C@@H:48]3[CH3:57])=[CH:43][N:42]=2)[C:26]1=[O:58].C([O-])(=O)C.[Na+].[O-]P([O-])([O-])=O.[K+].[K+].[K+]. The catalyst is C1C=CC(P(C2C=CC=CC=2)[C-]2C=CC=C2)=CC=1.C1C=CC(P(C2C=CC=CC=2)[C-]2C=CC=C2)=CC=1.Cl[Pd]Cl.[Fe+2].O.C(#N)C. The product is [CH3:24][N:25]1[C:26](=[O:58])[C:27]([NH:40][C:41]2[CH:46]=[CH:45][C:44]([N:47]3[CH2:52][CH2:51][N:50]([CH:53]4[CH2:54][O:55][CH2:56]4)[CH2:49][C@@H:48]3[CH3:57])=[CH:43][N:42]=2)=[CH:28][C:29]([C:2]2[C:7]([CH:8]=[O:9])=[C:6]([N:10]3[C:22](=[O:23])[C:14]4[CH:15]=[C:16]5[N:21]([C:13]=4[CH:12]=[N:11]3)[CH2:20][CH2:19][CH2:18][CH2:17]5)[N:5]=[CH:4][CH:3]=2)=[CH:30]1. The yield is 0.530. (3) The reactants are C(OC(=O)[NH:7][CH:8]1[CH2:13][CH2:12][C:11](=O)[CH2:10][CH2:9]1)(C)(C)C.Cl.[C:17]([C:19]1[CH:24]=[CH:23][C:22]([NH:25]N)=[CH:21][CH:20]=1)#[N:18]. The catalyst is Cl.O. The product is [NH2:7][CH:8]1[CH2:13][CH2:12][C:11]2[NH:25][C:22]3[CH:23]=[CH:24][C:19]([C:17]#[N:18])=[CH:20][C:21]=3[C:10]=2[CH2:9]1. The yield is 0.820.